From a dataset of Reaction yield outcomes from USPTO patents with 853,638 reactions. Predict the reaction yield, written as a fraction of the theoretical maximum amount of product (1.0 means a 100% yield; for example, 0.34 means a 34% yield). (1) The reactants are [Si]([O:8][CH2:9][CH2:10][C:11]1([NH:14][C:15](=[O:21])[O:16][C:17]([CH3:20])([CH3:19])[CH3:18])[CH2:13][CH2:12]1)(C(C)(C)C)(C)C. The catalyst is C(Cl)Cl. The product is [OH:8][CH2:9][CH2:10][C:11]1([NH:14][C:15](=[O:21])[O:16][C:17]([CH3:19])([CH3:18])[CH3:20])[CH2:12][CH2:13]1. The yield is 0.600. (2) The reactants are [CH3:1][C:2]1[NH:3][C:4]2[C:5](=[O:14])[CH2:6][CH2:7][CH2:8][C:9]=2[C:10]=1[C:11]([OH:13])=O.[NH2:15][CH2:16][CH:17]([OH:26])[CH2:18][N:19]1[CH2:24][CH2:23][N:22]([CH3:25])[CH2:21][CH2:20]1. No catalyst specified. The product is [OH:26][CH:17]([CH2:18][N:19]1[CH2:20][CH2:21][N:22]([CH3:25])[CH2:23][CH2:24]1)[CH2:16][NH:15][C:11]([C:10]1[C:9]2[CH2:8][CH2:7][CH2:6][C:5](=[O:14])[C:4]=2[NH:3][C:2]=1[CH3:1])=[O:13]. The yield is 0.720. (3) The reactants are [Cl:1][C:2]1[C:7]2[C:8]([I:11])=[N:9][NH:10][C:6]=2[CH:5]=[C:4]([C:12]([F:15])([F:14])[F:13])[N:3]=1.C(N(CC)CC)C.Cl[C:24]([C:37]1[CH:42]=[CH:41][CH:40]=[CH:39][CH:38]=1)([C:31]1[CH:36]=[CH:35][CH:34]=[CH:33][CH:32]=1)[C:25]1[CH:30]=[CH:29][CH:28]=[CH:27][CH:26]=1. The catalyst is C(Cl)Cl. The product is [Cl:1][C:2]1[C:7]2[C:8]([I:11])=[N:9][N:10]([C:24]([C:25]3[CH:30]=[CH:29][CH:28]=[CH:27][CH:26]=3)([C:37]3[CH:38]=[CH:39][CH:40]=[CH:41][CH:42]=3)[C:31]3[CH:32]=[CH:33][CH:34]=[CH:35][CH:36]=3)[C:6]=2[CH:5]=[C:4]([C:12]([F:14])([F:15])[F:13])[N:3]=1. The yield is 0.600. (4) The reactants are [Cl:1][C:2]1[CH:3]=[C:4]([NH:9][C:10]([NH:12][C:13]2[CH:18]=[C:17]([C:19]3[C:20](=[O:42])[N:21]([CH2:40][CH3:41])[C:22]4[C:27]([CH:28]=3)=[CH:26][N:25]=[C:24]([N:29](CC3C=CC(OC)=CC=3)[CH3:30])[CH:23]=4)[C:16]([CH3:43])=[CH:15][C:14]=2[F:44])=[O:11])[CH:5]=[C:6]([F:8])[CH:7]=1.C1(OC)C=CC=CC=1. The catalyst is C(O)(C(F)(F)F)=O. The product is [Cl:1][C:2]1[CH:3]=[C:4]([NH:9][C:10]([NH:12][C:13]2[CH:18]=[C:17]([C:19]3[C:20](=[O:42])[N:21]([CH2:40][CH3:41])[C:22]4[C:27]([CH:28]=3)=[CH:26][N:25]=[C:24]([NH:29][CH3:30])[CH:23]=4)[C:16]([CH3:43])=[CH:15][C:14]=2[F:44])=[O:11])[CH:5]=[C:6]([F:8])[CH:7]=1. The yield is 0.730. (5) The catalyst is O1CCOCC1.[Zn]. The yield is 1.00. The product is [C:3]([O:7][C:8]([N:10]1[CH2:15][CH2:14][C:13]2[N:16]([CH3:36])[C:17]([C:29]3[CH:34]=[CH:33][N:32]=[C:31]([NH2:35])[N:30]=3)=[C:18]([CH2:19][C:20]3[CH:25]=[CH:24][CH:23]=[C:22]([NH2:26])[CH:21]=3)[C:12]=2[C:11]1=[O:37])=[O:9])([CH3:5])([CH3:6])[CH3:4]. The reactants are [Cl-].[NH4+].[C:3]([O:7][C:8]([N:10]1[CH2:15][CH2:14][C:13]2[N:16]([CH3:36])[C:17]([C:29]3[CH:34]=[CH:33][N:32]=[C:31]([NH2:35])[N:30]=3)=[C:18]([CH2:19][C:20]3[CH:25]=[CH:24][CH:23]=[C:22]([N+:26]([O-])=O)[CH:21]=3)[C:12]=2[C:11]1=[O:37])=[O:9])([CH3:6])([CH3:5])[CH3:4].O. (6) The reactants are Cl[C:2]1[C:7]([CH2:8][CH2:9][OH:10])=[C:6]([Cl:11])[N:5]=[C:4]([S:12][CH3:13])[N:3]=1.[NH2:14][C@@:15]1([CH3:27])[CH2:19][CH2:18][N:17]([C:20]([O:22][C:23]([CH3:26])([CH3:25])[CH3:24])=[O:21])[CH2:16]1.CCN(C(C)C)C(C)C.CCOC(C)=O. The catalyst is CS(C)=O. The product is [Cl:11][C:6]1[N:5]=[C:4]([S:12][CH3:13])[N:3]=[C:2]([NH:14][C@@:15]2([CH3:27])[CH2:19][CH2:18][N:17]([C:20]([O:22][C:23]([CH3:26])([CH3:25])[CH3:24])=[O:21])[CH2:16]2)[C:7]=1[CH2:8][CH2:9][OH:10]. The yield is 0.650. (7) The yield is 0.300. The product is [C:1]([C:5]1[CH:6]=[C:7]([N:12]2[C:16](=[O:17])[C:15]([CH3:18])=[C:14]([O:19][CH3:20])[CH:13]2[OH:21])[N:8]=[N:9][CH:10]=1)([CH3:4])([CH3:2])[CH3:3]. The catalyst is C(#N)C.O.C([O-])(=O)C.[Pd+2].C([O-])(=O)C. The reactants are [C:1]([C:5]1[CH:6]=[C:7]([N:12]2[C:16](=[O:17])[C:15]([CH3:18])=[C:14]([O:19][CH3:20])[CH:13]2[OH:21])[N:8]=[N:9][C:10]=1Cl)([CH3:4])([CH3:3])[CH3:2].C(C1C=C(Cl)N=NC=1Cl)(C)(C)C.C([O-])=O.[Na+].